The task is: Predict the reaction yield, written as a fraction of the theoretical maximum amount of product (1.0 means a 100% yield; for example, 0.34 means a 34% yield).. This data is from Reaction yield outcomes from USPTO patents with 853,638 reactions. (1) The yield is 0.595. No catalyst specified. The product is [OH:10][CH2:9][C:8]1[CH:11]=[CH:12][C:5]([O:4][CH2:3][O:2][CH3:1])=[C:6]([CH2:13][CH2:14][OH:18])[CH:7]=1. The reactants are [CH3:1][O:2][CH2:3][O:4][C:5]1[CH:12]=[CH:11][C:8]([CH:9]=[O:10])=[CH:7][C:6]=1[CH:13]=[CH2:14].C1C[O:18]CC1. (2) The reactants are C(O)(=O)C.C(O)(=O)C.I(C1C=CC=CC=1)=O.[CH3:17][S:18][C:19]1[CH:24]=[CH:23][C:22]([N+:25]([O-:27])=[O:26])=[CH:21][CH:20]=1.[CH3:28][C:29]1[CH:30]=[CH:31][C:32]([S:35]([NH2:38])(=[O:37])=[O:36])=[N:33][CH:34]=1.[O-2].[Mg+2]. The catalyst is ClCCl.CC([O-])=O.CC([O-])=O.CC([O-])=O.CC([O-])=O.[Rh+2].[Rh+2]. The product is [CH3:17][S:18]([C:19]1[CH:20]=[CH:21][C:22]([N+:25]([O-:27])=[O:26])=[CH:23][CH:24]=1)=[N:38][S:35]([C:32]1[CH:31]=[CH:30][C:29]([CH3:28])=[CH:34][N:33]=1)(=[O:37])=[O:36]. The yield is 0.540. (3) The reactants are [Br:1][C:2]1[C:10]2[C:5](=[N:6][CH:7]=[CH:8][CH:9]=2)[NH:4][CH:3]=1.[Li]CCCC.[S:16](Cl)([C:19]1[CH:25]=[CH:24][C:22]([CH3:23])=[CH:21][CH:20]=1)(=[O:18])=[O:17]. The catalyst is C1COCC1. The product is [Br:1][C:2]1[C:10]2[C:5](=[N:6][CH:7]=[CH:8][CH:9]=2)[N:4]([S:16]([C:19]2[CH:25]=[CH:24][C:22]([CH3:23])=[CH:21][CH:20]=2)(=[O:18])=[O:17])[CH:3]=1. The yield is 0.840. (4) The reactants are [Br:1][C:2]1[C:3]([F:20])=[C:4]([F:19])[C:5]([NH:11][C:12]2[CH:17]=[CH:16][CH:15]=[CH:14][C:13]=2[F:18])=[C:6]([CH:10]=1)[C:7]([OH:9])=[O:8].O=S(Cl)Cl.[CH3:25]O. No catalyst specified. The product is [Br:1][C:2]1[C:3]([F:20])=[C:4]([F:19])[C:5]([NH:11][C:12]2[CH:17]=[CH:16][CH:15]=[CH:14][C:13]=2[F:18])=[C:6]([CH:10]=1)[C:7]([O:9][CH3:25])=[O:8]. The yield is 0.900. (5) The reactants are [CH3:1][O:2][CH2:3][CH2:4][CH2:5][CH2:6][CH:7]([C@@H:9]1[CH2:14]CCNC1)O.CS[C:17](SC)=[CH:18][N+]([O-])=O.CCN(C(C)C)[CH:27]([CH3:29])[CH3:28].[CH3:33][O:34][CH2:35][CH2:36][CH2:37][CH2:38][CH:39]([C@@H:41]1[CH2:46][CH2:45][CH2:44][N:43]([C:47](SC)=[CH:48][N+:49]([O-:51])=[O:50])[CH2:42]1)[OH:40].[NH:54]1[CH2:58][CH2:57][C@H:56]([NH:59][C:60](=[O:66])[O:61][C:62]([CH3:65])([CH3:64])[CH3:63])[CH2:55]1. The catalyst is CC#N. The product is [C:9]1([CH3:14])[CH:7]=[CH:6][CH:5]=[CH:4][C:3]=1[O:2][C:1]1[CH:17]=[CH:18][CH:29]=[CH:27][C:28]=1[C@:39]([C@@H:41]1[CH2:46][CH2:45][CH2:44][N:43]([C:47]([N:54]2[CH2:58][CH2:57][C@H:56]([NH:59][C:60](=[O:66])[O:61][C:62]([CH3:63])([CH3:65])[CH3:64])[CH2:55]2)=[CH:48][N+:49]([O-:51])=[O:50])[CH2:42]1)([OH:40])[CH2:38][CH2:37][CH2:36][CH2:35][O:34][CH3:33]. The yield is 0.150.